From a dataset of Forward reaction prediction with 1.9M reactions from USPTO patents (1976-2016). Predict the product of the given reaction. (1) Given the reactants [CH3:1][CH:2]([C:5]1[C:14]2[O:13][CH2:12][C:11]3=[C:15]([C:18]([O:20][CH2:21][CH3:22])=[O:19])[N:16]=[CH:17][N:10]3[C:9]=2[CH:8]=[CH:7][CH:6]=1)C=O.[CH3:23][C:24]1[CH:33]=[CH:32][C:31]2[C:26](=[CH:27][CH:28]=[CH:29][C:30]=2[N:34]2[CH2:39][CH2:38][NH:37][CH2:36][CH2:35]2)[N:25]=1.C(O[BH-](OC(=O)C)OC(=O)C)(=O)C.[Na+].[Cl:54]CCCl, predict the reaction product. The product is: [ClH:54].[ClH:54].[CH3:23][C:24]1[CH:33]=[CH:32][C:31]2[C:26](=[CH:27][CH:28]=[CH:29][C:30]=2[N:34]2[CH2:39][CH2:38][N:37]([CH2:1][CH2:2][C:5]3[C:14]4[O:13][CH2:12][C:11]5=[C:15]([C:18]([O:20][CH2:21][CH3:22])=[O:19])[N:16]=[CH:17][N:10]5[C:9]=4[CH:8]=[CH:7][CH:6]=3)[CH2:36][CH2:35]2)[N:25]=1. (2) The product is: [CH3:9][S:8][C:6]1[N:5]=[C:4]([NH:10][C:11]2[NH:12][N:13]=[C:14]([CH3:16])[CH:15]=2)[CH:3]=[C:2]([N:17]2[CH2:22][CH2:21][O:20][CH2:19][CH2:18]2)[N:7]=1. Given the reactants Cl[C:2]1[N:7]=[C:6]([S:8][CH3:9])[N:5]=[C:4]([NH:10][C:11]2[NH:12][N:13]=[C:14]([CH3:16])[CH:15]=2)[CH:3]=1.[NH:17]1[CH2:22][CH2:21][O:20][CH2:19][CH2:18]1, predict the reaction product. (3) Given the reactants [CH:1]([Mg]Cl)=[CH2:2].[F:5][C:6]([F:21])([F:20])[C:7]1[CH:19]=[C:10]2[C:11]([CH:17]=[O:18])=[CH:12][CH:13]=[C:14]([O:15][CH3:16])[N:9]2[N:8]=1.[Cl-].[NH4+], predict the reaction product. The product is: [CH3:16][O:15][C:14]1[N:9]2[N:8]=[C:7]([C:6]([F:21])([F:5])[F:20])[CH:19]=[C:10]2[C:11]([C:17](=[O:18])[CH2:1][CH3:2])=[CH:12][CH:13]=1.